From a dataset of Full USPTO retrosynthesis dataset with 1.9M reactions from patents (1976-2016). Predict the reactants needed to synthesize the given product. (1) Given the product [NH2:34][C:35]1[N:40]=[CH:39][C:38]([C:2]2[N:3]=[C:4]([N:13]3[CH2:18][CH2:17][O:16][CH2:15][CH2:14]3)[C:5]3[S:10][C:9]([C:28]4[CH:29]=[CH:30][C:25]([CH2:24][NH:23][S:20]([CH3:19])(=[O:22])=[O:21])=[CH:26][CH:27]=4)=[C:8]([CH3:12])[C:6]=3[N:7]=2)=[CH:37][N:36]=1, predict the reactants needed to synthesize it. The reactants are: Cl[C:2]1[N:3]=[C:4]([N:13]2[CH2:18][CH2:17][O:16][CH2:15][CH2:14]2)[C:5]2[S:10][C:9](I)=[C:8]([CH3:12])[C:6]=2[N:7]=1.[CH3:19][S:20]([NH:23][CH2:24][C:25]1[CH:30]=[CH:29][C:28](B(O)O)=[CH:27][CH:26]=1)(=[O:22])=[O:21].[NH2:34][C:35]1[N:40]=[CH:39][C:38](B2OC(C)(C)C(C)(C)O2)=[CH:37][N:36]=1. (2) Given the product [C:1]1([C:7]2[CH:8]=[C:9]([C:13]([C:15]3[N:16]=[CH:17][N:18]4[CH:22]=[C:21]([Sn:27]([CH2:28][CH2:29][CH2:30][CH3:31])([CH2:32][CH2:33][CH2:34][CH3:35])[CH2:23][CH2:24][CH2:25][CH3:26])[S:20][C:19]=34)=[O:14])[CH:10]=[N:11][CH:12]=2)[CH:2]=[CH:3][CH:4]=[CH:5][CH:6]=1, predict the reactants needed to synthesize it. The reactants are: [C:1]1([C:7]2[CH:8]=[C:9]([C:13]([C:15]3[N:16]=[CH:17][N:18]4[CH:22]=[CH:21][S:20][C:19]=34)=[O:14])[CH:10]=[N:11][CH:12]=2)[CH:6]=[CH:5][CH:4]=[CH:3][CH:2]=1.[CH2:23]([Sn:27](Cl)([CH2:32][CH2:33][CH2:34][CH3:35])[CH2:28][CH2:29][CH2:30][CH3:31])[CH2:24][CH2:25][CH3:26].C[Si]([N-][Si](C)(C)C)(C)C.[Li+].C1COCC1. (3) Given the product [F:36][C:17]1([F:16])[CH2:19][CH:18]1[CH2:20][N:21]1[CH2:25][CH2:24][N:23]([C:26]2[S:27][C:28]([C:32]([NH:15][CH2:14][C:13]3[S:9][CH:10]=[N:11][CH:12]=3)=[O:34])=[C:29]([CH3:31])[N:30]=2)[C:22]1=[O:35], predict the reactants needed to synthesize it. The reactants are: NCC1C=NC=CC=1.[S:9]1[C:13]([CH2:14][NH2:15])=[CH:12][N:11]=[CH:10]1.[F:16][C:17]1([F:36])[CH2:19][CH:18]1[CH2:20][N:21]1[CH2:25][CH2:24][N:23]([C:26]2[S:27][C:28]([C:32]([OH:34])=O)=[C:29]([CH3:31])[N:30]=2)[C:22]1=[O:35]. (4) Given the product [NH2:25][C:3]1[C:4]2[CH:12]=[CH:15][CH:8]=[CH:7][C:9]=2[O:1][N:2]=1, predict the reactants needed to synthesize it. The reactants are: [OH:1][NH:2][C:3](=O)[CH3:4].C[C:7]([O-])([CH3:9])[CH3:8].[K+].[C:12](O[Na])([CH3:15])(C)C.C(O[K])CCC.C[N:25]1C(=O)CCC1. (5) Given the product [CH2:32]([O:31][C:29]([C:26]1([C:23]2[CH:24]=[CH:25][C:20]([C:17]3[CH:18]=[CH:19][C:14]([C:9]4[S:10][C:11]([F:13])=[CH:12][C:8]=4[C:6]([OH:7])=[O:5])=[CH:15][C:16]=3[O:34][CH3:35])=[CH:21][CH:22]=2)[CH2:27][CH2:28]1)=[O:30])[CH3:33], predict the reactants needed to synthesize it. The reactants are: C([O:5][C:6]([C:8]1[CH:12]=[C:11]([F:13])[S:10][C:9]=1[C:14]1[CH:19]=[CH:18][C:17]([C:20]2[CH:25]=[CH:24][C:23]([C:26]3([C:29]([O:31][CH2:32][CH3:33])=[O:30])[CH2:28][CH2:27]3)=[CH:22][CH:21]=2)=[C:16]([O:34][CH3:35])[CH:15]=1)=[O:7])(C)(C)C.FC(F)(F)C(O)=O.